The task is: Predict the product of the given reaction.. This data is from Forward reaction prediction with 1.9M reactions from USPTO patents (1976-2016). The product is: [CH3:1][O:2][C:3]([C:5]1[CH:13]=[C:12]2[C:8]([C:9]3[C:17]([Cl:21])=[N:16][CH:15]=[N:14][C:10]=3[NH:11]2)=[CH:7][CH:6]=1)=[O:4]. Given the reactants [CH3:1][O:2][C:3]([C:5]1[CH:13]=[C:12]2[C:8]([C:9]3[C:17](O)=[N:16][CH:15]=[N:14][C:10]=3[NH:11]2)=[CH:7][CH:6]=1)=[O:4].O=P(Cl)(Cl)[Cl:21], predict the reaction product.